This data is from Reaction yield outcomes from USPTO patents with 853,638 reactions. The task is: Predict the reaction yield, written as a fraction of the theoretical maximum amount of product (1.0 means a 100% yield; for example, 0.34 means a 34% yield). (1) The reactants are [NH2:1][C:2]1[CH:7]=[CH:6][C:5]([OH:8])=[CH:4][CH:3]=1.Cl[C:10]1[CH:15]=[CH:14][N:13]=[C:12]([CH3:16])[CH:11]=1.CC(C)([O-])C.[K+].O. The catalyst is CN1C(=O)N(C)CCC1. The product is [CH3:16][C:12]1[CH:11]=[C:10]([O:8][C:5]2[CH:6]=[CH:7][C:2]([NH2:1])=[CH:3][CH:4]=2)[CH:15]=[CH:14][N:13]=1. The yield is 0.0900. (2) The product is [Cl:37][CH2:25][C:9]1[N:10]=[C:11]([N:12]2[CH2:17][CH2:16][N:15]3[C:18]([C:21]([F:24])([F:23])[F:22])=[N:19][N:20]=[C:14]3[CH2:13]2)[C:6]2[CH:5]=[C:4]([CH2:1][CH2:2][CH3:3])[S:27][C:7]=2[N:8]=1. The reactants are [CH2:1]([C:4]1[S:27][C:7]2[N:8]=[C:9]([CH2:25]O)[N:10]=[C:11]([N:12]3[CH2:17][CH2:16][N:15]4[C:18]([C:21]([F:24])([F:23])[F:22])=[N:19][N:20]=[C:14]4[CH2:13]3)[C:6]=2[CH:5]=1)[CH2:2][CH3:3].C1(C)C=CC(S([Cl:37])(=O)=O)=CC=1. The yield is 0.300. No catalyst specified. (3) The reactants are [H-].C(O[Al](OC(C)(C)C)OC(C)(C)C)(C)(C)C.[Li+].[CH:19]1([CH2:22][C:23]([O:32][CH3:33])([C:28](OC)=[O:29])[C:24]([O:26][CH3:27])=[O:25])[CH2:21][CH2:20]1.C1COCC1. The catalyst is CCOCC. The product is [CH:19]1([CH2:22][C:23]([CH2:28][OH:29])([O:32][CH3:33])[C:24]([O:26][CH3:27])=[O:25])[CH2:20][CH2:21]1. The yield is 0.610. (4) The reactants are [Cl:1][C:2]1[N:9]=[C:8]([Cl:10])[C:7](I)=[CH:6][C:3]=1[C:4]#[N:5].[CH:12]1(B(O)O)[CH2:14][CH2:13]1.[O-]P([O-])([O-])=O.[K+].[K+].[K+].P(C1CCCCC1)(C1CCCCC1)C1CCCCC1. The catalyst is C1(C)C=CC=CC=1.O.CC([O-])=O.CC([O-])=O.[Pd+2].O. The product is [Cl:1][C:2]1[N:9]=[C:8]([Cl:10])[C:7]([CH:12]2[CH2:14][CH2:13]2)=[CH:6][C:3]=1[C:4]#[N:5]. The yield is 0.700.